Dataset: Forward reaction prediction with 1.9M reactions from USPTO patents (1976-2016). Task: Predict the product of the given reaction. (1) Given the reactants Br[CH2:2][C:3]([NH:5][C:6]1[CH:11]=[CH:10][C:9]([O:12][C:13]2[CH:18]=[CH:17][CH:16]=[CH:15][CH:14]=2)=[CH:8][CH:7]=1)=[O:4].[N:19]1([C:26]([O:28][C:29]([CH3:32])([CH3:31])[CH3:30])=[O:27])[CH2:25][CH2:24][CH2:23][NH:22][CH2:21][CH2:20]1.C(=O)([O-])[O-].[K+].[K+], predict the reaction product. The product is: [O:4]=[C:3]([NH:5][C:6]1[CH:11]=[CH:10][C:9]([O:12][C:13]2[CH:18]=[CH:17][CH:16]=[CH:15][CH:14]=2)=[CH:8][CH:7]=1)[CH2:2][N:22]1[CH2:23][CH2:24][CH2:25][N:19]([C:26]([O:28][C:29]([CH3:32])([CH3:31])[CH3:30])=[O:27])[CH2:20][CH2:21]1. (2) Given the reactants Br[CH2:2][C:3]([NH:5][C:6]1[CH:11]=[C:10]([O:12][Si](C(C)(C)C)(C2C=CC=CC=2)C2C=CC=CC=2)[C:9]([O:30][CH3:31])=[CH:8][C:7]=1[C:32](=O)[C:33]1[CH:38]=[CH:37][CH:36]=[C:35]([C:39]#[N:40])[CH:34]=1)=[O:4].BrCC([NH:46]C1C=C(OC)C(O[Si](C(C)(C)C)(C2C=CC=CC=2)C2C=CC=CC=2)=CC=1C(=O)C1C=CC=C(C#N)C=1)=O, predict the reaction product. The product is: [OH:12][C:10]1[C:9]([O:30][CH3:31])=[CH:8][C:7]2[C:32]([C:33]3[CH:34]=[C:35]([CH:36]=[CH:37][CH:38]=3)[C:39]#[N:40])=[N:46][CH2:2][C:3](=[O:4])[NH:5][C:6]=2[CH:11]=1. (3) The product is: [Cl:1][C:2]1[C:11]2[C:6](=[C:7]([CH3:12])[CH:8]=[CH:9][CH:10]=2)[C:5]([C:13]([N:24]2[CH2:25][CH2:26][O:27][CH:22]([C:16]3[CH:21]=[CH:20][CH:19]=[CH:18][CH:17]=3)[CH2:23]2)=[O:15])=[CH:4][N:3]=1. Given the reactants [Cl:1][C:2]1[C:11]2[C:6](=[C:7]([CH3:12])[CH:8]=[CH:9][CH:10]=2)[C:5]([C:13]([OH:15])=O)=[CH:4][N:3]=1.[C:16]1([CH:22]2[O:27][CH2:26][CH2:25][NH:24][CH2:23]2)[CH:21]=[CH:20][CH:19]=[CH:18][CH:17]=1, predict the reaction product. (4) Given the reactants CC1C=CC(S([CH2:11][N+:12]#[C-])(=O)=O)=CC=1.CC([O-])(C)C.[K+].[CH3:20][Si:21]([CH3:34])([CH3:33])[CH2:22][CH2:23][O:24][CH2:25][N:26]1[CH:30]=[CH:29][N:28]=[C:27]1[CH:31]=O.CO, predict the reaction product. The product is: [CH3:20][Si:21]([CH3:34])([CH3:33])[CH2:22][CH2:23][O:24][CH2:25][N:26]1[CH:30]=[CH:29][N:28]=[C:27]1[CH2:31][C:11]#[N:12].